From a dataset of Reaction yield outcomes from USPTO patents with 853,638 reactions. Predict the reaction yield, written as a fraction of the theoretical maximum amount of product (1.0 means a 100% yield; for example, 0.34 means a 34% yield). (1) The reactants are Cl[C:2]1[N:6]2[CH:7]=[C:8]([F:11])[CH:9]=[CH:10][C:5]2=[N:4][N:3]=1.[NH:12]1[CH2:18][CH2:17][CH2:16][C@H:13]1[CH2:14][OH:15].N. The catalyst is CN1C(=O)CCC1.CO.C(Cl)Cl. The product is [F:11][C:8]1[CH:9]=[CH:10][C:5]2[N:6]([C:2]([N:12]3[CH2:18][CH2:17][CH2:16][C@H:13]3[CH2:14][OH:15])=[N:3][N:4]=2)[CH:7]=1. The yield is 0.500. (2) The reactants are [O-:1][Mn](=O)(=O)=O.[K+].[CH3:7][N:8]1[C:12]([S:13][CH3:14])=[N:11][N:10]=[C:9]1[C:15]1[CH:16]=[N:17][CH:18]=[CH:19][CH:20]=1.[OH-:21].[Na+].C(Cl)(Cl)Cl. The catalyst is O.C(O)(=O)C. The product is [CH3:7][N:8]1[C:12]([S:13]([CH3:14])(=[O:1])=[O:21])=[N:11][N:10]=[C:9]1[C:15]1[CH:16]=[N:17][CH:18]=[CH:19][CH:20]=1. The yield is 0.530. (3) The reactants are [Cl:1][C:2]1[CH:3]=[CH:4][C:5]([CH3:11])=[C:6]([CH:10]=1)[C:7]([OH:9])=[O:8].S(Cl)(Cl)=O.[CH3:16]O. The product is [Cl:1][C:2]1[CH:3]=[CH:4][C:5]([CH3:11])=[C:6]([CH:10]=1)[C:7]([O:9][CH3:16])=[O:8]. The catalyst is ClCCl. The yield is 0.960. (4) The reactants are F[C:2]1[CH:9]=[CH:8][CH:7]=[C:6]([F:10])[C:3]=1[C:4]#[N:5].[CH3:11][C:12]1[C:20]2[C:15](=[CH:16][C:17]([N+:21]([O-:23])=[O:22])=[CH:18][CH:19]=2)[NH:14][N:13]=1.C(=O)([O-])[O-].[K+].[K+]. The catalyst is CN(C=O)C. The product is [C:4]([C:3]1[C:6]([F:10])=[CH:7][CH:8]=[CH:9][C:2]=1[N:14]1[C:15]2[C:20](=[CH:19][CH:18]=[C:17]([N+:21]([O-:23])=[O:22])[CH:16]=2)[C:12]([CH3:11])=[N:13]1)#[N:5]. The yield is 0.325.